From a dataset of Forward reaction prediction with 1.9M reactions from USPTO patents (1976-2016). Predict the product of the given reaction. Given the reactants Cl.[NH:2]1[CH2:7][CH2:6][CH2:5][C@@H:4]([C:8]([OH:11])([CH3:10])[CH3:9])[CH2:3]1.CN([C:15]([O:19][N:20]1N=[N:27][C:22]2[CH:23]=[CH:24][CH:25]=[CH:26][C:21]1=2)=[N+](C)C)C.[B-](F)(F)(F)F.C(N(C(C)C)C(C)C)C.N1C=CC=C[C:44]=1[C:49]1[O:53]N=CC=1C(O)=O, predict the reaction product. The product is: [N:27]1[CH:22]=[CH:23][CH:24]=[CH:25][C:26]=1[C:21]1[C:44]([C:49]([N:2]2[CH2:7][CH2:6][CH2:5][C@@H:4]([C:8]([OH:11])([CH3:10])[CH3:9])[CH2:3]2)=[O:53])=[CH:15][O:19][N:20]=1.